Task: Regression/Classification. Given a drug SMILES string, predict its absorption, distribution, metabolism, or excretion properties. Task type varies by dataset: regression for continuous measurements (e.g., permeability, clearance, half-life) or binary classification for categorical outcomes (e.g., BBB penetration, CYP inhibition). For this dataset (solubility_aqsoldb), we predict Y.. Dataset: Aqueous solubility values for 9,982 compounds from the AqSolDB database (1) The compound is O=C(O)c1ccc(N=C=S)cc1. The Y is -3.98 log mol/L. (2) The compound is C=CC(C)(C)O. The Y is 0.351 log mol/L. (3) The molecule is CCOC(OCC)OCC. The Y is -2.04 log mol/L. (4) The compound is CC12CCC3C(CC=C4CC(O)CCC43C)C1CCC2=O. The Y is -4.01 log mol/L. (5) The drug is O=[N+]([O-])c1ccn[nH]1. The Y is -1.29 log mol/L. (6) The compound is COc1cc(NS(=O)(=O)c2ccc(N)cc2)nc(C)n1. The Y is -2.54 log mol/L. (7) The compound is CC/C(C)=C/CCC(C)=O. The Y is -2.19 log mol/L. (8) The compound is CCCCCCCCCCCC(=O)[O-].CCCCCCCCCCCC(=O)[O-].[Zn+2]. The Y is -4.95 log mol/L. (9) The drug is NCC(=O)NC(Cc1ccc(O)cc1)C(=O)O. The Y is -0.730 log mol/L.